This data is from Forward reaction prediction with 1.9M reactions from USPTO patents (1976-2016). The task is: Predict the product of the given reaction. Given the reactants C(OC([NH:8][C:9]1[O:17][C:16]2[C:11](=[N:12][CH:13]=[C:14]([CH:18]3[CH2:21][CH2:20][CH2:19]3)[CH:15]=2)[C:10]=1[C:22]([OH:24])=O)=O)(C)(C)C.[NH2:25][C:26]1[CH:27]=[N:28][CH:29]=[CH:30][C:31]=1[N:32]1[CH2:37][C@H:36]([CH3:38])[C@@H:35]([O:39][Si](C(C)(C)C)(C)C)[C@H:34]([NH:47]C(=O)[O-])[CH2:33]1, predict the reaction product. The product is: [NH2:8][C:9]1[O:17][C:16]2[C:11](=[N:12][CH:13]=[C:14]([CH:18]3[CH2:19][CH2:20][CH2:21]3)[CH:15]=2)[C:10]=1[C:22]([NH:25][C:26]1[CH:27]=[N:28][CH:29]=[CH:30][C:31]=1[N:32]1[CH2:37][C@H:36]([CH3:38])[C@@H:35]([OH:39])[C@H:34]([NH2:47])[CH2:33]1)=[O:24].